From a dataset of Cav3 T-type calcium channel HTS with 100,875 compounds. Binary Classification. Given a drug SMILES string, predict its activity (active/inactive) in a high-throughput screening assay against a specified biological target. (1) The result is 0 (inactive). The compound is S(=O)(=O)(N1CCCCC1)c1c(cccc1)C(OCC(=O)NCC(F)(F)F)=O. (2) The molecule is S/1(=O)(=O)N(c2c(scc2)C(=O)C1=C(/S)Nc1ccc(cc1)C)C. The result is 0 (inactive). (3) The drug is O1CCOC=C1C(OCC(=O)Nc1ccc(Oc2ccccc2)cc1)=O. The result is 0 (inactive). (4) The molecule is Clc1c(C2=NOC3C4OC(C5C4C(=O)N(C5=O)c4ccc(cc4)C)C23)ccc(Cl)c1. The result is 0 (inactive). (5) The drug is S(=O)(=O)(CC(=O)N1CCCC1)c1ccc(cc1)C. The result is 0 (inactive).